This data is from Catalyst prediction with 721,799 reactions and 888 catalyst types from USPTO. The task is: Predict which catalyst facilitates the given reaction. (1) Reactant: [F:1][C:2]1[CH:26]=[C:25]([F:27])[CH:24]=[CH:23][C:3]=1[CH2:4][O:5][C:6]1[CH:7]=[C:8]([CH:21]=[O:22])[N:9]([C:13]2[C:18]([F:19])=[CH:17][CH:16]=[CH:15][C:14]=2[F:20])[C:10](=[O:12])[CH:11]=1.[Br:28]NC(=O)CCC(N)=O. Product: [Br:28][C:11]1[C:10](=[O:12])[N:9]([C:13]2[C:18]([F:19])=[CH:17][CH:16]=[CH:15][C:14]=2[F:20])[C:8]([CH:21]=[O:22])=[CH:7][C:6]=1[O:5][CH2:4][C:3]1[CH:23]=[CH:24][C:25]([F:27])=[CH:26][C:2]=1[F:1]. The catalyst class is: 10. (2) Reactant: Cl.[NH2:2][C@@H:3]([CH2:33][C:34]1[CH:39]=[CH:38][CH:37]=[CH:36][CH:35]=1)[C:4]([N:6]1[CH2:11][CH2:10][CH:9]([N:12]2[N:21]=[C:20]([C:22]3[CH:27]=[CH:26][C:25]([O:28][CH3:29])=[C:24]([O:30][CH3:31])[CH:23]=3)[C@@H:19]3[C@@H:14]([CH2:15][CH2:16][CH2:17][CH2:18]3)[C:13]2=[O:32])[CH2:8][CH2:7]1)=[O:5].[CH:40]1([CH2:43][O:44][C:45]2[CH:53]=[CH:52][C:48]3[O:49][CH2:50][O:51][C:47]=3[C:46]=2[C:54]2[C:55]3[NH:62][CH:61]=[C:60]([C:63](O)=[O:64])[C:56]=3[N:57]=[CH:58][N:59]=2)[CH2:42][CH2:41]1.CN(C(ON1N=NC2C=CC=CC1=2)=[N+](C)C)C.F[P-](F)(F)(F)(F)F.CCN(C(C)C)C(C)C.C(=O)(O)[O-].[Na+]. Product: [CH:40]1([CH2:43][O:44][C:45]2[CH:53]=[CH:52][C:48]3[O:49][CH2:50][O:51][C:47]=3[C:46]=2[C:54]2[C:55]3[NH:62][CH:61]=[C:60]([C:63]([NH:2][C@@H:3]([CH2:33][C:34]4[CH:35]=[CH:36][CH:37]=[CH:38][CH:39]=4)[C:4]([N:6]4[CH2:7][CH2:8][CH:9]([N:12]5[N:21]=[C:20]([C:22]6[CH:27]=[CH:26][C:25]([O:28][CH3:29])=[C:24]([O:30][CH3:31])[CH:23]=6)[C@@H:19]6[C@@H:14]([CH2:15][CH2:16][CH2:17][CH2:18]6)[C:13]5=[O:32])[CH2:10][CH2:11]4)=[O:5])=[O:64])[C:56]=3[N:57]=[CH:58][N:59]=2)[CH2:41][CH2:42]1. The catalyst class is: 2. (3) Reactant: [C:1]([O:5][C:6](=[O:19])[NH:7][C@H:8]1[CH2:17][C:16]2[C:11](=[CH:12][CH:13]=[CH:14][CH:15]=2)[NH:10][C:9]1=[O:18])([CH3:4])([CH3:3])[CH3:2].C([O-])([O-])=O.[Ca+2].[Br-:25].[Br-].[Br-].C([N+](C)(C)C)C1C=CC=CC=1.C([N+](C)(C)C)C1C=CC=CC=1.C([N+](C)(C)C)C1C=CC=CC=1.OS([O-])=O.[Na+]. Product: [C:1]([O:5][C:6](=[O:19])[NH:7][C@H:8]1[CH2:17][C:16]2[C:11](=[CH:12][CH:13]=[C:14]([Br:25])[CH:15]=2)[NH:10][C:9]1=[O:18])([CH3:4])([CH3:2])[CH3:3]. The catalyst class is: 100. (4) Reactant: FC(F)(F)S(O[C:7]1[CH:26]=[CH:25][C:10]2[S:11][C:12]([C:18]3[CH:23]=[CH:22][C:21]([F:24])=[CH:20][CH:19]=3)=[C:13]([C:14](=[O:17])[NH:15][CH3:16])[C:9]=2[CH:8]=1)(=O)=O.B([C:32]1[CH:33]=[C:34]([CH:38]=[CH:39][CH:40]=1)[C:35]([OH:37])=[O:36])(O)O.C(=O)([O-])[O-].[Cs+].[Cs+].O1CCOCC1. Product: [F:24][C:21]1[CH:22]=[CH:23][C:18]([C:12]2[S:11][C:10]3[CH:25]=[CH:26][C:7]([C:32]4[CH:33]=[C:34]([CH:38]=[CH:39][CH:40]=4)[C:35]([OH:37])=[O:36])=[CH:8][C:9]=3[C:13]=2[C:14](=[O:17])[NH:15][CH3:16])=[CH:19][CH:20]=1. The catalyst class is: 6. (5) Reactant: P([O-])(O)(O)=O.[Na+].Cl([O-])=O.[Na+].[OH:11]O.[CH3:13][O:14][C:15]1[C:16]([CH3:40])=[C:17]([C:31]([O:38][CH3:39])=[C:32]([O:36][CH3:37])[C:33]=1[O:34][CH3:35])[CH2:18][C:19]1[CH:20]=[CH:21][C:22]([O:27][CH:28]([CH3:30])[CH3:29])=[C:23]([CH:26]=1)[CH:24]=[O:25]. Product: [CH3:13][O:14][C:15]1[C:16]([CH3:40])=[C:17]([C:31]([O:38][CH3:39])=[C:32]([O:36][CH3:37])[C:33]=1[O:34][CH3:35])[CH2:18][C:19]1[CH:20]=[CH:21][C:22]([O:27][CH:28]([CH3:30])[CH3:29])=[C:23]([CH:26]=1)[C:24]([OH:11])=[O:25]. The catalyst class is: 192. (6) Reactant: [Cl:1][C:2]1[C:3]([F:31])=[C:4]([CH:8]2[C:12]([C:15]3[CH:20]=[CH:19][C:18]([Cl:21])=[CH:17][C:16]=3[F:22])([C:13]#[N:14])[CH:11]([CH2:23][C:24]([CH3:27])([CH3:26])[CH3:25])[NH:10][CH:9]2[C:28]([OH:30])=O)[CH:5]=[CH:6][CH:7]=1.[N:32]1([CH2:37][CH2:38][NH2:39])[CH:36]=[CH:35][N:34]=[N:33]1.CN(C(ON1N=NC2C=CC=NC1=2)=[N+](C)C)C.F[P-](F)(F)(F)(F)F.CCN(C(C)C)C(C)C. Product: [N:32]1([CH2:37][CH2:38][NH:39][C:28]([CH:9]2[CH:8]([C:4]3[CH:5]=[CH:6][CH:7]=[C:2]([Cl:1])[C:3]=3[F:31])[C:12]([C:15]3[CH:20]=[CH:19][C:18]([Cl:21])=[CH:17][C:16]=3[F:22])([C:13]#[N:14])[CH:11]([CH2:23][C:24]([CH3:25])([CH3:27])[CH3:26])[NH:10]2)=[O:30])[CH:36]=[CH:35][N:34]=[N:33]1. The catalyst class is: 2. (7) Reactant: [NH:1]1[CH:5]=[CH:4][CH:3]=[C:2]1[C:6]([OH:8])=O.C(Cl)(=O)C(Cl)=O.[NH2:15][C:16]1[CH:17]=[CH:18][C:19]([O:30][C:31]2[CH:36]=[CH:35][CH:34]=[CH:33][CH:32]=2)=[C:20]([C:22]2[CH:23]=[CH:24][C:25](=[O:29])[N:26]([CH3:28])[CH:27]=2)[CH:21]=1.C(N(CC)CC)C. Product: [CH3:28][N:26]1[C:25](=[O:29])[CH:24]=[CH:23][C:22]([C:20]2[CH:21]=[C:16]([NH:15][C:6]([C:2]3[NH:1][CH:5]=[CH:4][CH:3]=3)=[O:8])[CH:17]=[CH:18][C:19]=2[O:30][C:31]2[CH:36]=[CH:35][CH:34]=[CH:33][CH:32]=2)=[CH:27]1. The catalyst class is: 204.